Dataset: Full USPTO retrosynthesis dataset with 1.9M reactions from patents (1976-2016). Task: Predict the reactants needed to synthesize the given product. (1) The reactants are: [F:1][C:2]1[CH:10]=[CH:9][C:8]2[C:4](=[CH:5][NH:6][N:7]=2)[C:3]=1[C:11]([O:13][CH3:14])=[O:12].F[B-](F)(F)F.[CH3:20][O+](C)C. Given the product [F:1][C:2]1[CH:10]=[CH:9][C:8]2[C:4](=[CH:5][N:6]([CH3:20])[N:7]=2)[C:3]=1[C:11]([O:13][CH3:14])=[O:12], predict the reactants needed to synthesize it. (2) Given the product [C:27]([OH:32])(=[O:29])[CH3:28].[CH3:27][C:19]1([CH3:20])[NH:18][C:15]([N:16]([CH2:40][C:30]2[CH:31]=[CH:33][CH:34]=[CH:35][CH:36]=2)[CH3:17])=[N:14][C:13]([NH:12][CH2:3][CH2:4][CH2:5][CH2:6][CH2:7][CH2:8][CH2:9][CH2:10][CH3:11])=[N:26]1, predict the reactants needed to synthesize it. The reactants are: Cl.Cl.[CH2:3]([NH:12][C:13](=[NH:26])[NH:14][C:15](=[N:18][CH2:19][C:20]1C=CC=CC=1)[NH:16][CH3:17])[CH2:4][CH2:5][CH2:6][CH2:7][CH2:8][CH2:9][CH2:10][CH3:11].[CH2:27]([OH:29])[CH3:28].[C:30]12([CH2:40]S(O)(=O)=O)C(C)(C)[CH:34]([CH2:35][CH2:36]1)[CH2:33][C:31]2=[O:32]. (3) Given the product [CH3:38][O:37][C:34]1[CH:33]=[CH:32][C:31]([CH2:30][N:8]([CH2:7][C:6]2[CH:5]=[CH:4][C:3]([O:2][CH3:1])=[CH:40][CH:39]=2)[C:9]2[N:10]=[CH:11][C:12]([C:15]3[C:16]4[CH2:29][CH2:28][N:27]([C:42]5[CH:47]=[CH:46][C:45]([C:48]([N:50]6[CH2:51][CH2:52][CH2:53][CH2:54]6)=[O:49])=[CH:44][C:43]=5[CH3:55])[C:17]=4[N:18]=[C:19]([N:21]4[CH2:26][CH2:25][O:24][CH2:23][CH2:22]4)[N:20]=3)=[CH:13][N:14]=2)=[CH:36][CH:35]=1, predict the reactants needed to synthesize it. The reactants are: [CH3:1][O:2][C:3]1[CH:40]=[CH:39][C:6]([CH2:7][N:8]([CH2:30][C:31]2[CH:36]=[CH:35][C:34]([O:37][CH3:38])=[CH:33][CH:32]=2)[C:9]2[N:14]=[CH:13][C:12]([C:15]3[C:16]4[CH2:29][CH2:28][NH:27][C:17]=4[N:18]=[C:19]([N:21]4[CH2:26][CH2:25][O:24][CH2:23][CH2:22]4)[N:20]=3)=[CH:11][N:10]=2)=[CH:5][CH:4]=1.Br[C:42]1[CH:47]=[CH:46][C:45]([C:48]([N:50]2[CH2:54][CH2:53][CH2:52][CH2:51]2)=[O:49])=[CH:44][C:43]=1[CH3:55]. (4) The reactants are: [CH3:1][O:2][C:3]1[N:8]=[CH:7][C:6]([CH:9]([CH2:16][C:17]2[N:18]=[C:19]([CH2:22][CH2:23][CH2:24][CH:25]=O)[S:20][CH:21]=2)[CH2:10][C:11]([O:13]CC)=[O:12])=[CH:5][CH:4]=1.[N:27]1([C:33]2[CH:38]=[CH:37][N:36]=[C:35]([NH2:39])[CH:34]=2)[CH2:32][CH2:31][O:30][CH2:29][CH2:28]1.[BH-](OC(C)=O)(OC(C)=O)OC(C)=O.[Na+].C(Cl)[Cl:55]. Given the product [ClH:55].[CH3:1][O:2][C:3]1[N:8]=[CH:7][C:6]([CH:9]([CH2:16][C:17]2[N:18]=[C:19]([CH2:22][CH2:23][CH2:24][CH2:25][NH:39][C:35]3[CH:34]=[C:33]([N:27]4[CH2:28][CH2:29][O:30][CH2:31][CH2:32]4)[CH:38]=[CH:37][N:36]=3)[S:20][CH:21]=2)[CH2:10][C:11]([OH:13])=[O:12])=[CH:5][CH:4]=1, predict the reactants needed to synthesize it. (5) Given the product [C:9]1([C:12]2[CH:13]=[CH:14][CH:15]=[CH:16][CH:17]=2)[CH:10]=[CH:11][C:6]([C:3]#[C:2][CH2:1][OH:4])=[CH:7][CH:8]=1, predict the reactants needed to synthesize it. The reactants are: [CH2:1]([OH:4])[C:2]#[CH:3].Br[C:6]1[CH:11]=[CH:10][C:9]([C:12]2[CH:17]=[CH:16][CH:15]=[CH:14][CH:13]=2)=[CH:8][CH:7]=1. (6) Given the product [CH3:24][S:25]([O:16][CH2:15][C@H:11]1[CH2:12][CH2:13][CH2:14][N:10]1[C:6]1[N:5]2[N:1]=[CH:2][N:3]=[C:4]2[N:9]=[CH:8][CH:7]=1)(=[O:27])=[O:26], predict the reactants needed to synthesize it. The reactants are: [N:1]1[N:5]2[C:6]([N:10]3[CH2:14][CH2:13][CH2:12][C@@H:11]3[CH2:15][OH:16])=[CH:7][CH:8]=[N:9][C:4]2=[N:3][CH:2]=1.C(N(CC)CC)C.[CH3:24][S:25](Cl)(=[O:27])=[O:26].O. (7) Given the product [O:11]=[C:8]1[C:9]2[C:5](=[CH:4][CH:3]=[C:2]([NH:1][S:26]([C:25]3[N:24]4[C:20]([S:21][CH2:22][CH2:23]4)=[N:19][C:18]=3[Cl:17])(=[O:27])=[O:28])[CH:10]=2)[CH2:6][CH2:7]1, predict the reactants needed to synthesize it. The reactants are: [NH2:1][C:2]1[CH:10]=[C:9]2[C:5]([CH2:6][CH2:7][C:8]2=[O:11])=[CH:4][CH:3]=1.C(=O)([O-])O.[Na+].[Cl:17][C:18]1[N:19]=[C:20]2[N:24]([C:25]=1[S:26](Cl)(=[O:28])=[O:27])[CH2:23][CH2:22][S:21]2. (8) Given the product [C:28]1([C:38]2[CH:43]=[CH:42][CH:41]=[CH:40][CH:39]=2)[CH:33]=[CH:32][C:31]([S:34]([NH:13][C:6]2[C:7]3[C:12](=[CH:11][CH:10]=[CH:9][CH:8]=3)[C:3]([O:2][CH3:1])=[C:4]([S:22][CH2:23][C:24]([O:26][CH3:27])=[O:25])[CH:5]=2)(=[O:36])=[O:35])=[CH:30][CH:29]=1, predict the reactants needed to synthesize it. The reactants are: [CH3:1][O:2][C:3]1[C:12]2[C:7](=[CH:8][CH:9]=[CH:10][CH:11]=2)[C:6]([NH:13]S(C2SC=CC=2)(=O)=O)=[CH:5][C:4]=1[S:22][CH2:23][C:24]([O:26][CH3:27])=[O:25].[C:28]1([C:38]2[CH:43]=[CH:42][CH:41]=[CH:40][CH:39]=2)[CH:33]=[CH:32][C:31]([S:34](Cl)(=[O:36])=[O:35])=[CH:30][CH:29]=1.